Dataset: Reaction yield outcomes from USPTO patents with 853,638 reactions. Task: Predict the reaction yield, written as a fraction of the theoretical maximum amount of product (1.0 means a 100% yield; for example, 0.34 means a 34% yield). (1) The reactants are O.[CH3:2][O:3][C:4]1[CH:9]=[CH:8][N+:7]([O-])=[CH:6][CH:5]=1.C[Si]([C:15]#[N:16])(C)C.CN(C)C(Cl)=O.C(=O)([O-])[O-].[K+].[K+]. The catalyst is ClCCl.C(OCC)(=O)C. The product is [CH3:2][O:3][C:4]1[CH:9]=[CH:8][N:7]=[C:6]([C:15]#[N:16])[CH:5]=1. The yield is 0.600. (2) The reactants are [CH3:1][O:2][C:3]([C@H:5]1[CH2:7][C@@H:6]1[C:8]([OH:10])=O)=[O:4].C(Cl)(=O)C([Cl:14])=O. The catalyst is C(Cl)Cl.CN(C=O)C. The product is [C:8]([C@H:6]1[CH2:7][C@@H:5]1[C:3]([O:2][CH3:1])=[O:4])([Cl:14])=[O:10]. The yield is 0.980. (3) The reactants are C([O:8][N:9]1[C:15](=[O:16])[N:14]2[CH2:17][C@H:10]1[CH2:11][CH2:12][C@H:13]2[C:18]([NH:20][O:21][CH:22]1[CH2:28][CH:27]2[N:29]([C:30]([O:32][C:33]([CH3:36])([CH3:35])[CH3:34])=[O:31])[CH:24]([CH2:25][CH2:26]2)[CH2:23]1)=[O:19])C1C=CC=CC=1.[H][H]. The catalyst is CO.[Pd]. The product is [OH:8][N:9]1[C:15](=[O:16])[N:14]2[CH2:17][C@H:10]1[CH2:11][CH2:12][C@H:13]2[C:18]([NH:20][O:21][CH:22]1[CH2:28][CH:27]2[N:29]([C:30]([O:32][C:33]([CH3:36])([CH3:35])[CH3:34])=[O:31])[CH:24]([CH2:25][CH2:26]2)[CH2:23]1)=[O:19]. The yield is 0.660. (4) The reactants are [N:1]1[CH:6]=[CH:5][N:4]=[CH:3][C:2]=1[C:7]1[CH:8]=[C:9]([CH:11]=[CH:12][CH:13]=1)[NH2:10].N1C=CC=CC=1.[C:20]1([C:33](Cl)=[O:34])[C:32]2[CH2:31][C:30]3[C:25](=[CH:26][CH:27]=[CH:28][CH:29]=3)[C:24]=2[CH:23]=[CH:22][CH:21]=1. The catalyst is ClCCl. The product is [N:1]1[CH:6]=[CH:5][N:4]=[CH:3][C:2]=1[C:7]1[CH:8]=[C:9]([NH:10][C:33]([C:20]2[C:32]3[CH2:31][C:30]4[C:25](=[CH:26][CH:27]=[CH:28][CH:29]=4)[C:24]=3[CH:23]=[CH:22][CH:21]=2)=[O:34])[CH:11]=[CH:12][CH:13]=1. The yield is 0.760. (5) The yield is 0.930. The product is [NH2:8][C:1]1[C:6]([CH3:7])=[C:5]([O:12][CH3:9])[CH:4]=[CH:3][C:2]=1[C:17]#[N:18]. The catalyst is O. The reactants are [CH2:1]([NH2:8])[CH2:2][CH2:3][CH2:4][CH2:5][CH:6]=[CH2:7].[C:9]([O-:12])([O-])=O.[K+].[K+].CI.[CH3:17][N:18](C=O)C.